Dataset: Forward reaction prediction with 1.9M reactions from USPTO patents (1976-2016). Task: Predict the product of the given reaction. (1) Given the reactants [NH2:1][C:2]1[CH:3]=[C:4]([N:8]([CH2:18][C:19]2[CH:24]=[CH:23][CH:22]=[CH:21][CH:20]=2)[S:9]([C:12]2[CH:17]=[CH:16][CH:15]=[CH:14][CH:13]=2)(=[O:11])=[O:10])[CH:5]=[CH:6][CH:7]=1.[CH3:25][N:26]1[C:30]([C:31](O)=[O:32])=[CH:29][N:28]=[CH:27]1.Cl.CN(C)CCCN=C=NCC.SC1SC2C=CC=CC=2N=1.C(N(CC)CC)C, predict the reaction product. The product is: [C:12]1([S:9]([N:8]([CH2:18][C:19]2[CH:20]=[CH:21][CH:22]=[CH:23][CH:24]=2)[C:4]2[CH:3]=[C:2]([NH:1][C:31]([C:30]3[N:26]([CH3:25])[CH:27]=[N:28][CH:29]=3)=[O:32])[CH:7]=[CH:6][CH:5]=2)(=[O:11])=[O:10])[CH:17]=[CH:16][CH:15]=[CH:14][CH:13]=1. (2) Given the reactants [CH2:1]1[CH:5]2[CH2:6][NH:7][CH2:8][CH:4]2[CH2:3][N:2]1[C:9]([O:11][C:12]([CH3:15])([CH3:14])[CH3:13])=[O:10].CCN(CC)CC.Cl[CH2:24][CH2:25][S:26](Cl)(=[O:28])=[O:27].O, predict the reaction product. The product is: [CH:25]([S:26]([N:7]1[CH2:6][CH:5]2[CH2:1][N:2]([C:9]([O:11][C:12]([CH3:15])([CH3:14])[CH3:13])=[O:10])[CH2:3][CH:4]2[CH2:8]1)(=[O:28])=[O:27])=[CH2:24]. (3) Given the reactants [NH2:1][C@@H:2]1[CH2:7][CH2:6][CH2:5][CH2:4][C@H:3]1[C:8]([OH:10])=[O:9].C(=O)([O-])[O-].[Na+].[Na+].[O:17]([C:24]1[CH:29]=[CH:28][C:27]([S:30](Cl)(=[O:32])=[O:31])=[CH:26][CH:25]=1)[C:18]1[CH:23]=[CH:22][CH:21]=[CH:20][CH:19]=1.O, predict the reaction product. The product is: [O:17]([C:24]1[CH:29]=[CH:28][C:27]([S:30]([NH:1][C@@H:2]2[CH2:7][CH2:6][CH2:5][CH2:4][C@H:3]2[C:8]([OH:10])=[O:9])(=[O:32])=[O:31])=[CH:26][CH:25]=1)[C:18]1[CH:19]=[CH:20][CH:21]=[CH:22][CH:23]=1.